Task: Predict the product of the given reaction.. Dataset: Forward reaction prediction with 1.9M reactions from USPTO patents (1976-2016) (1) Given the reactants [CH3:1][C:2]([O:5][C:6]([NH:8][CH:9]([CH2:13][C:14]([F:17])([F:16])[F:15])[C:10]([OH:12])=O)=[O:7])([CH3:4])[CH3:3].C(N1C=CN=C1)(N1C=CN=C1)=O.Cl.[CH3:31][NH:32][O:33][CH3:34].CCN(C(C)C)C(C)C, predict the reaction product. The product is: [F:15][C:14]([F:17])([F:16])[CH2:13][CH:9]([NH:8][C:6](=[O:7])[O:5][C:2]([CH3:1])([CH3:3])[CH3:4])[C:10]([N:32]([CH3:31])[O:33][CH3:34])=[O:12]. (2) The product is: [Cl:1][C:2]1[CH:27]=[CH:26][C:5]([CH2:6][N:7]2[C:15]3[C:10](=[CH:11][C:12]([CH:16]=[C:17]4[S:21][C:20]([N:32]5[CH2:36][CH2:35][CH2:34][C@@H:33]5[C:37]([OH:39])=[O:38])=[N:19][C:18]4=[O:25])=[CH:13][CH:14]=3)[CH:9]=[N:8]2)=[C:4]([C:28]([F:29])([F:31])[F:30])[CH:3]=1. Given the reactants [Cl:1][C:2]1[CH:27]=[CH:26][C:5]([CH2:6][N:7]2[C:15]3[C:10](=[CH:11][C:12]([CH:16]=[C:17]4[S:21][C:20](SCC)=[N:19][C:18]4=[O:25])=[CH:13][CH:14]=3)[CH:9]=[N:8]2)=[C:4]([C:28]([F:31])([F:30])[F:29])[CH:3]=1.[NH:32]1[CH2:36][CH2:35][CH2:34][C@@H:33]1[C:37]([OH:39])=[O:38], predict the reaction product. (3) Given the reactants [CH3:1][O:2][CH2:3][C@@H:4]([O:7][C:8]1[CH:9]=[C:10]([CH:15]=[C:16]([O:18][CH2:19][C:20]2[CH:25]=[CH:24][CH:23]=[CH:22][CH:21]=2)[CH:17]=1)[C:11]([O:13]C)=[O:12])[CH2:5][CH3:6].C1COCC1.[OH-].[Li+], predict the reaction product. The product is: [CH3:1][O:2][CH2:3][C@@H:4]([O:7][C:8]1[CH:9]=[C:10]([CH:15]=[C:16]([O:18][CH2:19][C:20]2[CH:21]=[CH:22][CH:23]=[CH:24][CH:25]=2)[CH:17]=1)[C:11]([OH:13])=[O:12])[CH2:5][CH3:6].